This data is from Full USPTO retrosynthesis dataset with 1.9M reactions from patents (1976-2016). The task is: Predict the reactants needed to synthesize the given product. (1) Given the product [C:34]([O:33][C:31]([N:28]1[CH2:29][CH2:30][C:26]([N:38]2[CH2:39][CH2:40][CH:41]([NH:2][C:3]3[CH:8]=[C:7]([CH3:9])[CH:6]=[CH:5][C:4]=3[CH:10]([C:11]([O:13][C:14]([CH3:17])([CH3:15])[CH3:16])=[O:12])[C:18]([O:20][C:21]([CH3:24])([CH3:23])[CH3:22])=[O:19])[CH2:42][CH2:43]2)([CH3:25])[CH2:27]1)=[O:32])([CH3:35])([CH3:36])[CH3:37], predict the reactants needed to synthesize it. The reactants are: [Na].[NH2:2][C:3]1[CH:8]=[C:7]([CH3:9])[CH:6]=[CH:5][C:4]=1[CH:10]([C:18]([O:20][C:21]([CH3:24])([CH3:23])[CH3:22])=[O:19])[C:11]([O:13][C:14]([CH3:17])([CH3:16])[CH3:15])=[O:12].[CH3:25][C:26]1([N:38]2[CH2:43][CH2:42][C:41](=O)[CH2:40][CH2:39]2)[CH2:30][CH2:29][N:28]([C:31]([O:33][C:34]([CH3:37])([CH3:36])[CH3:35])=[O:32])[CH2:27]1.C(O)(=O)C. (2) Given the product [Cl:17][C:18]1[CH:23]=[CH:22][C:21]([N:7]2[C:8]3[CH:14]=[CH:13][CH:12]=[CH:11][C:9]=3[CH2:10][N:5]([CH2:4][CH2:3][CH2:2][Cl:1])[S:6]2(=[O:16])=[O:15])=[CH:20][CH:19]=1, predict the reactants needed to synthesize it. The reactants are: [Cl:1][CH2:2][CH2:3][CH2:4][N:5]1[CH2:10][C:9]2[CH:11]=[CH:12][CH:13]=[CH:14][C:8]=2[NH:7][S:6]1(=[O:16])=[O:15].[Cl:17][C:18]1[CH:23]=[CH:22][C:21](B(O)O)=[CH:20][CH:19]=1.